From a dataset of Peptide-MHC class II binding affinity with 134,281 pairs from IEDB. Regression. Given a peptide amino acid sequence and an MHC pseudo amino acid sequence, predict their binding affinity value. This is MHC class II binding data. (1) The MHC is DRB1_1101 with pseudo-sequence DRB1_1101. The peptide sequence is AAGTYVAADAAAAST. The binding affinity (normalized) is 0.478. (2) The peptide sequence is KGDEQKLRSAGELEL. The MHC is HLA-DQA10201-DQB10202 with pseudo-sequence HLA-DQA10201-DQB10202. The binding affinity (normalized) is 0.489. (3) The peptide sequence is KQQGIRYANPIAFFR. The MHC is HLA-DPA10103-DPB10201 with pseudo-sequence HLA-DPA10103-DPB10201. The binding affinity (normalized) is 0.427. (4) The peptide sequence is EMGANFKADRVIDPR. The MHC is DRB1_0405 with pseudo-sequence DRB1_0405. The binding affinity (normalized) is 0.310.